From a dataset of Full USPTO retrosynthesis dataset with 1.9M reactions from patents (1976-2016). Predict the reactants needed to synthesize the given product. (1) Given the product [Cl:1][C:2]1[N:3]([CH2:10][C@@:11]([OH:15])([CH3:14])[CH2:12][O:13][S:17]([CH3:16])(=[O:19])=[O:18])[CH:4]=[C:5]([N+:7]([O-:9])=[O:8])[N:6]=1, predict the reactants needed to synthesize it. The reactants are: [Cl:1][C:2]1[N:3]([CH2:10][C@@:11]([OH:15])([CH3:14])[CH2:12][OH:13])[CH:4]=[C:5]([N+:7]([O-:9])=[O:8])[N:6]=1.[CH3:16][S:17](Cl)(=[O:19])=[O:18].Cl. (2) Given the product [CH3:9][Si:10]([CH3:12])([CH3:11])[CH2:13][CH2:14][O:15][CH2:16][N:4]1[CH:3]=[C:2]([CH:20]=[O:21])[CH:6]=[N:5]1.[Br:1][C:2]1[CH:3]=[N:4][N:5]([CH2:16][O:15][CH2:14][CH2:13][Si:10]([CH3:12])([CH3:11])[CH3:9])[CH:6]=1, predict the reactants needed to synthesize it. The reactants are: [Br:1][C:2]1[CH:3]=[N:4][NH:5][CH:6]=1.[H-].[Na+].[CH3:9][Si:10]([CH2:13][CH2:14][O:15][CH2:16]Cl)([CH3:12])[CH3:11].C1C[O:21][CH2:20]C1. (3) The reactants are: [Br:1][C:2]1[CH:3]=[C:4]2[C:8](=[CH:9][CH:10]=1)[NH:7][CH2:6][C:5]2([CH3:12])[CH3:11].N1C=CC=CC=1.[C:19](OC(=O)C)(=[O:21])[CH3:20]. Given the product [Br:1][C:2]1[CH:3]=[C:4]2[C:8](=[CH:9][CH:10]=1)[N:7]([C:19](=[O:21])[CH3:20])[CH2:6][C:5]2([CH3:12])[CH3:11], predict the reactants needed to synthesize it.